Dataset: Catalyst prediction with 721,799 reactions and 888 catalyst types from USPTO. Task: Predict which catalyst facilitates the given reaction. (1) Reactant: [CH2:1]([O:8][C@@H:9]1[C@@H:16]([O:17][CH2:18][C:19]2[CH:24]=[CH:23][CH:22]=[CH:21][CH:20]=2)[C@H:15]([OH:25])[C@@H:14]([CH2:26][OH:27])[O:13][C@@H:10]1[O:11][CH3:12])[C:2]1[CH:7]=[CH:6][CH:5]=[CH:4][CH:3]=1.C(N(CC)CC)C.CN(C1C=CC=CN=1)C.[C:44]([Si:48]([C:56]1[CH:61]=[CH:60][CH:59]=[CH:58][CH:57]=1)([C:50]1[CH:55]=[CH:54][CH:53]=[CH:52][CH:51]=1)Cl)([CH3:47])([CH3:46])[CH3:45]. Product: [CH2:1]([O:8][C@@H:9]1[C@@H:16]([O:17][CH2:18][C:19]2[CH:20]=[CH:21][CH:22]=[CH:23][CH:24]=2)[C@H:15]([OH:25])[C@@H:14]([CH2:26][O:27][Si:48]([C:44]([CH3:47])([CH3:46])[CH3:45])([C:56]2[CH:57]=[CH:58][CH:59]=[CH:60][CH:61]=2)[C:50]2[CH:55]=[CH:54][CH:53]=[CH:52][CH:51]=2)[O:13][C@@H:10]1[O:11][CH3:12])[C:2]1[CH:7]=[CH:6][CH:5]=[CH:4][CH:3]=1. The catalyst class is: 4. (2) The catalyst class is: 11. Product: [O:22]1[CH2:21][CH:20]1[CH2:18][N:6]1[C:7]2[CH:15]=[CH:14][CH:13]=[CH:12][C:8]=2[CH2:9][CH2:10][C:11]2[CH:1]=[CH:2][CH:3]=[CH:4][C:5]1=2. Reactant: [CH:1]1[C:11]2[CH2:10][CH2:9][C:8]3[CH:12]=[CH:13][CH:14]=[CH:15][C:7]=3[NH:6][C:5]=2[CH:4]=[CH:3][CH:2]=1.[NH2-].[Na+].[CH2:18]([CH:20]1[O:22][CH2:21]1)Cl.Cl. (3) Reactant: [CH3:1][CH:2]1[NH:7][CH:6]([CH3:8])[CH2:5][N:4]([CH2:9][C:10]([OH:28])([CH2:15][C:16]([C:19]2[CH:24]=[C:23]([F:25])[CH:22]=[CH:21][C:20]=2[O:26][CH3:27])([CH3:18])[CH3:17])[C:11]([F:14])([F:13])[F:12])[CH2:3]1.N1C=CC=CC=1.[C:35](OC(=O)C)(=[O:37])[CH3:36]. Product: [F:25][C:23]1[CH:22]=[CH:21][C:20]([O:26][CH3:27])=[C:19]([C:16]([CH3:18])([CH3:17])[CH2:15][C:10]([OH:28])([C:11]([F:12])([F:13])[F:14])[CH2:9][N:4]2[CH2:3][CH:2]([CH3:1])[N:7]([C:35](=[O:37])[CH3:36])[CH:6]([CH3:8])[CH2:5]2)[CH:24]=1. The catalyst class is: 2. (4) Reactant: Cl.[O:2]=[C:3]1[NH:12][C:11]2[N:10]=[CH:9][C:8](/[CH:13]=[CH:14]/[C:15]([OH:17])=O)=[CH:7][C:6]=2[CH2:5][CH2:4]1.Cl.[NH:19]1[CH2:22][CH:21]([C:23]2[N:27]=[C:26]([CH3:28])[O:25][N:24]=2)[CH2:20]1.CCN(C(C)C)C(C)C.CCN=C=NCCCN(C)C. Product: [CH3:28][C:26]1[O:25][N:24]=[C:23]([CH:21]2[CH2:22][N:19]([C:15](=[O:17])/[CH:14]=[CH:13]/[C:8]3[CH:7]=[C:6]4[C:11](=[N:10][CH:9]=3)[NH:12][C:3](=[O:2])[CH2:4][CH2:5]4)[CH2:20]2)[N:27]=1. The catalyst class is: 3. (5) Reactant: Br[C:2]1[N:6]([CH2:7][C:8]([F:11])([F:10])[F:9])[N:5]=[CH:4][C:3]=1[N+:12]([O-:14])=[O:13].[CH3:15][CH:16]1[CH2:21][NH:20][CH2:19][CH2:18][N:17]1[C:22]([O:24][C:25]([CH3:28])([CH3:27])[CH3:26])=[O:23].CCN(C(C)C)C(C)C. Product: [CH3:15][CH:16]1[CH2:21][N:20]([C:2]2[N:6]([CH2:7][C:8]([F:11])([F:10])[F:9])[N:5]=[CH:4][C:3]=2[N+:12]([O-:14])=[O:13])[CH2:19][CH2:18][N:17]1[C:22]([O:24][C:25]([CH3:26])([CH3:28])[CH3:27])=[O:23]. The catalyst class is: 14. (6) Reactant: [Br:1][CH2:2][C:3]([O:5][CH2:6][C:7]1[CH:12]=[CH:11][CH:10]=[CH:9][CH:8]=1)=[O:4].[N:13]1[CH:18]=[CH:17][CH:16]=[CH:15][CH:14]=1. Product: [Br-:1].[CH2:6]([O:5][C:3]([CH2:2][N+:13]1[CH:18]=[CH:17][CH:16]=[CH:15][CH:14]=1)=[O:4])[C:7]1[CH:12]=[CH:11][CH:10]=[CH:9][CH:8]=1. The catalyst class is: 21.